Dataset: Forward reaction prediction with 1.9M reactions from USPTO patents (1976-2016). Task: Predict the product of the given reaction. (1) The product is: [Cl:1][C:2]1[CH:16]=[CH:15][C:5]2[N:6]=[C:7]([N:9]3[CH2:14][CH2:13][N:12]([C:31]([C:30]4[CH:29]=[C:28]([NH:27][S:24]([C:22]5[CH:21]=[CH:20][CH:19]=[C:18]([CH3:17])[N:23]=5)(=[O:25])=[O:26])[CH:36]=[CH:35][CH:34]=4)=[O:32])[CH2:11][CH2:10]3)[S:8][C:4]=2[CH:3]=1. Given the reactants [Cl:1][C:2]1[CH:16]=[CH:15][C:5]2[N:6]=[C:7]([N:9]3[CH2:14][CH2:13][NH:12][CH2:11][CH2:10]3)[S:8][C:4]=2[CH:3]=1.[CH3:17][C:18]1[N:23]=[C:22]([S:24]([NH:27][C:28]2[CH:29]=[C:30]([CH:34]=[CH:35][CH:36]=2)[C:31](O)=[O:32])(=[O:26])=[O:25])[CH:21]=[CH:20][CH:19]=1, predict the reaction product. (2) Given the reactants [Cl:1][C:2]1[CH:7]=[C:6]([Cl:8])[CH:5]=[CH:4][C:3]=1[C:9]1[N:10]=[C:11]([CH2:31][CH3:32])[C:12]([NH:17][C@H:18]2[C@@H:22]([O:23][CH2:24][CH3:25])[CH2:21][N:20]([C:26]3S[CH:28]=[CH:29][N:30]=3)[CH2:19]2)=[N:13][C:14]=1[CH2:15][CH3:16].Br[C:34]1N=CC=C[N:35]=1, predict the reaction product. The product is: [Cl:1][C:2]1[CH:7]=[C:6]([Cl:8])[CH:5]=[CH:4][C:3]=1[C:9]1[N:10]=[C:11]([CH2:31][CH3:32])[C:12]([NH:17][C@H:18]2[C@@H:22]([O:23][CH2:24][CH3:25])[CH2:21][N:20]([C:26]3[N:35]=[CH:34][CH:28]=[CH:29][N:30]=3)[CH2:19]2)=[N:13][C:14]=1[CH2:15][CH3:16]. (3) The product is: [F:1][C:2]1[CH:7]=[CH:6][C:5]([C:8]2[CH:13]=[C:12]([CH3:14])[N:11]=[CH:10][C:9]=2[N:15]([CH3:29])[C:16](=[O:28])[C:17]2[CH:22]=[C:21]([C:23]([F:26])([F:25])[F:24])[CH:20]=[C:19]([S:27][CH:33]3[CH2:36][O:35][CH2:34]3)[CH:18]=2)=[C:4]([O:30][CH3:31])[CH:3]=1. Given the reactants [F:1][C:2]1[CH:7]=[CH:6][C:5]([C:8]2[CH:13]=[C:12]([CH3:14])[N:11]=[CH:10][C:9]=2[N:15]([CH3:29])[C:16](=[O:28])[C:17]2[CH:22]=[C:21]([C:23]([F:26])([F:25])[F:24])[CH:20]=[C:19]([SH:27])[CH:18]=2)=[C:4]([O:30][CH3:31])[CH:3]=1.I[CH:33]1[CH2:36][O:35][CH2:34]1.CCN(C(C)C)C(C)C.[NH4+].[Cl-], predict the reaction product. (4) Given the reactants [F:1][C:2]1([C:15]2[CH:24]=[CH:23][CH:22]=[C:21]3[C:16]=2[CH:17]=[CH:18][CH:19]=[N:20]3)[CH2:7][CH2:6][N:5](C(OC(C)(C)C)=O)[CH2:4][CH2:3]1.C(Cl)Cl, predict the reaction product. The product is: [F:1][C:2]1([C:15]2[CH:24]=[CH:23][CH:22]=[C:21]3[C:16]=2[CH:17]=[CH:18][CH:19]=[N:20]3)[CH2:3][CH2:4][NH:5][CH2:6][CH2:7]1. (5) Given the reactants COC1C=CC(C2CCN(C3C=CC=C(OC)C=3)C2)=C(N)C=1.Cl.[N:24]1([CH2:31][CH2:32][O:33][C:34]2[CH:42]=[CH:41][C:37]([C:38](O)=O)=[CH:36][CH:35]=2)[CH2:30][CH2:29][CH2:28][CH2:27][CH2:26][CH2:25]1.N1(CCOC2C=C[C:56]([CH2:57][NH:58][C:59]3[CH:64]=[C:63]([O:65][CH3:66])[CH:62]=[CH:61][C:60]=3[CH:67]3[CH2:71][CH2:70][N:69]([C:72]4[CH:77]=[CH:76][CH:75]=[C:74]([O:78][CH3:79])[CH:73]=4)[CH2:68]3)=CC=2)CCCCCC1, predict the reaction product. The product is: [N:24]1([CH2:31][CH2:32][O:33][C:34]2[CH:42]=[CH:41][C:37]([CH2:38][N:58]([CH2:57][CH3:56])[C:59]3[CH:64]=[C:63]([O:65][CH3:66])[CH:62]=[CH:61][C:60]=3[CH:67]3[CH2:71][CH2:70][N:69]([C:72]4[CH:77]=[CH:76][CH:75]=[C:74]([O:78][CH3:79])[CH:73]=4)[CH2:68]3)=[CH:36][CH:35]=2)[CH2:30][CH2:29][CH2:28][CH2:27][CH2:26][CH2:25]1. (6) Given the reactants [O:1]1[C:5]2[CH:6]=[CH:7][C:8]([CH:10]=O)=[CH:9][C:4]=2[O:3][CH2:2]1.[NH:12]=[C:13]1[NH:17][C:16](=[O:18])[CH2:15][S:14]1, predict the reaction product. The product is: [O:1]1[C:5]2[CH:6]=[CH:7][C:8](/[CH:10]=[C:15]3/[C:16](=[O:18])[NH:17][C:13](=[NH:12])[S:14]/3)=[CH:9][C:4]=2[O:3][CH2:2]1. (7) Given the reactants [NH2:1][C:2]1[C:15]([O:16][CH3:17])=[CH:14][C:5]2[CH2:6][CH2:7][N:8]([CH2:11][CH2:12][OH:13])[CH2:9][CH2:10][C:4]=2[CH:3]=1.[Cl:18][C:19]1[CH:20]=[CH:21][C:22]([NH:31][C:32]2[C:37]([Cl:38])=[CH:36][N:35]=[C:34](Cl)[N:33]=2)=[C:23]([S:25]([N:28]([CH3:30])[CH3:29])(=[O:27])=[O:26])[CH:24]=1, predict the reaction product. The product is: [Cl:18][C:19]1[CH:20]=[CH:21][C:22]([NH:31][C:32]2[C:37]([Cl:38])=[CH:36][N:35]=[C:34]([NH:1][C:2]3[C:15]([O:16][CH3:17])=[CH:14][C:5]4[CH2:6][CH2:7][N:8]([CH2:11][CH2:12][OH:13])[CH2:9][CH2:10][C:4]=4[CH:3]=3)[N:33]=2)=[C:23]([S:25]([N:28]([CH3:30])[CH3:29])(=[O:26])=[O:27])[CH:24]=1.